This data is from Forward reaction prediction with 1.9M reactions from USPTO patents (1976-2016). The task is: Predict the product of the given reaction. (1) Given the reactants [F:1][C:2]1[CH:3]=[C:4]2[C:11]([C:12]3[N:13]=[N:14][C:15]4[C:20]([CH3:22])([CH3:21])[C:19](=[O:23])[NH:18][C:16]=4[N:17]=3)=[N:10][NH:9][C:5]2=[N:6][C:7]=1[CH3:8].C(=O)([O-])[O-].[Cs+].[Cs+].Br[CH2:31][C:32]1[CH:37]=[CH:36][C:35]([Cl:38])=[CH:34][C:33]=1[F:39], predict the reaction product. The product is: [Cl:38][C:35]1[CH:36]=[CH:37][C:32]([CH2:31][N:9]2[C:5]3=[N:6][C:7]([CH3:8])=[C:2]([F:1])[CH:3]=[C:4]3[C:11]([C:12]3[N:13]=[N:14][C:15]4[C:20]([CH3:21])([CH3:22])[C:19](=[O:23])[NH:18][C:16]=4[N:17]=3)=[N:10]2)=[C:33]([F:39])[CH:34]=1. (2) Given the reactants [CH3:1][C:2]1[C:3]([C:11]([OH:13])=O)=[CH:4][C:5]2[N:9]=[N:8][NH:7][C:6]=2[CH:10]=1.C(N1C=CN=C1)(N1C=CN=C1)=O.[CH2:26]([O:28][C:29](=[O:34])[CH2:30]C([O-])=O)[CH3:27].[K+].[Mg+2].[Cl-].[Cl-], predict the reaction product. The product is: [CH3:1][C:2]1[C:3]([C:11](=[O:13])[CH2:30][C:29]([O:28][CH2:26][CH3:27])=[O:34])=[CH:4][C:5]2[N:9]=[N:8][NH:7][C:6]=2[CH:10]=1. (3) The product is: [C:1]([O:5][C:6](=[O:27])[NH:7][C@H:8]([C:10]1[N:19]([CH:20]2[CH2:23][CH:22]([C:24]#[N:25])[CH2:21]2)[C:13]2[CH:14]=[C:15]([F:18])[CH:16]=[CH:17][C:12]=2[N:11]=1)[CH3:9])([CH3:4])([CH3:3])[CH3:2]. Given the reactants [C:1]([O:5][C:6](=[O:27])[NH:7][C@H:8]([C:10](=O)[NH:11][C:12]1[CH:17]=[CH:16][C:15]([F:18])=[CH:14][C:13]=1[NH:19][CH:20]1[CH2:23][CH:22]([C:24]#[N:25])[CH2:21]1)[CH3:9])([CH3:4])([CH3:3])[CH3:2], predict the reaction product. (4) Given the reactants [C:1]([NH2:6])([CH2:4][CH3:5])([CH3:3])[CH3:2].[CH2:7]1[CH2:13][S:10](=[O:12])(=[O:11])[O:9][CH2:8]1, predict the reaction product. The product is: [C:1]([NH:6][CH2:8][CH2:7][CH2:13][S:10]([OH:12])(=[O:11])=[O:9])([CH2:4][CH3:5])([CH3:3])[CH3:2]. (5) Given the reactants Br[C:2]1[S:6][C:5]([C:7]([NH2:9])=[O:8])=[CH:4][CH:3]=1.[Cl:10][C:11]1[CH:32]=[CH:31][C:30]([F:33])=[CH:29][C:12]=1[O:13][C:14]1[CH:19]=[CH:18][C:17](B2OC(C)(C)C(C)(C)O2)=[CH:16][CH:15]=1.C(=O)([O-])[O-].[Na+].[Na+].N#N, predict the reaction product. The product is: [Cl:10][C:11]1[CH:32]=[CH:31][C:30]([F:33])=[CH:29][C:12]=1[O:13][C:14]1[CH:19]=[CH:18][C:17]([C:2]2[S:6][C:5]([C:7]([NH2:9])=[O:8])=[CH:4][CH:3]=2)=[CH:16][CH:15]=1. (6) Given the reactants [C:1]([O-:4])(=O)[CH3:2].[K+].[CH3:21][C:16]1([CH3:22])[C:17]([CH3:20])([CH3:19])[O:18][B:14]([B:14]2[O:18][C:17]([CH3:20])([CH3:19])[C:16]([CH3:22])([CH3:21])[O:15]2)[O:15]1.C(Cl)Cl, predict the reaction product. The product is: [CH3:20][C:17]1([CH3:19])[C:16]([CH3:21])([CH3:22])[O:15][B:14]([C:16]2[CH2:17][CH2:19][CH2:2][C:1](=[O:4])[CH:21]=2)[O:18]1.